This data is from Catalyst prediction with 721,799 reactions and 888 catalyst types from USPTO. The task is: Predict which catalyst facilitates the given reaction. (1) Reactant: [Cl:1][C:2]1[C:3]([O:14]C2CCCCO2)=[C:4]([C:8]2[CH:13]=[CH:12][N:11]=[CH:10][CH:9]=2)[CH:5]=[CH:6][CH:7]=1.FC(F)(F)C(O)=O. Product: [Cl:1][C:2]1[CH:7]=[CH:6][CH:5]=[C:4]([C:8]2[CH:9]=[CH:10][N:11]=[CH:12][CH:13]=2)[C:3]=1[OH:14]. The catalyst class is: 5. (2) Reactant: [C:1](Cl)(=[O:3])[CH3:2].C(N(CC)CC)C.[NH:12]1[CH2:17][CH2:16][CH:15]([NH:18][C:19](=[O:47])[C:20]2[CH:25]=[CH:24][C:23]([C:26]3([C:33]4[CH:38]=[CH:37][C:36]([O:39][CH2:40][C:41]5[CH:46]=[CH:45][CH:44]=[CH:43][N:42]=5)=[CH:35][CH:34]=4)[CH2:31][CH:30]4[CH2:32][CH:27]3[CH2:28][CH2:29]4)=[CH:22][CH:21]=2)[CH2:14][CH2:13]1. Product: [C:1]([N:12]1[CH2:13][CH2:14][CH:15]([NH:18][C:19](=[O:47])[C:20]2[CH:21]=[CH:22][C:23]([C:26]3([C:33]4[CH:38]=[CH:37][C:36]([O:39][CH2:40][C:41]5[CH:46]=[CH:45][CH:44]=[CH:43][N:42]=5)=[CH:35][CH:34]=4)[CH2:31][CH:30]4[CH2:32][CH:27]3[CH2:28][CH2:29]4)=[CH:24][CH:25]=2)[CH2:16][CH2:17]1)(=[O:3])[CH3:2]. The catalyst class is: 2. (3) Reactant: [Cl:1][C:2]1[CH:3]=[CH:4][C:5]2[NH:11][C:10](=O)[C@@H:9]([CH2:13][C:14]([O:16][CH:17]([CH3:19])[CH3:18])=[O:15])[S:8][C@H:7]([C:20]3[CH:25]=[CH:24][CH:23]=[C:22]([O:26][CH3:27])[C:21]=3[CH3:28])[C:6]=2[CH:29]=1.COC1C=CC(P2(SP(C3C=CC(OC)=CC=3)(=S)S2)=[S:39])=CC=1. Product: [Cl:1][C:2]1[CH:3]=[CH:4][C:5]2[NH:11][C:10](=[S:39])[C@@H:9]([CH2:13][C:14]([O:16][CH:17]([CH3:19])[CH3:18])=[O:15])[S:8][C@H:7]([C:20]3[CH:25]=[CH:24][CH:23]=[C:22]([O:26][CH3:27])[C:21]=3[CH3:28])[C:6]=2[CH:29]=1. The catalyst class is: 11. (4) Reactant: C(OC([N:11]1[CH2:16][CH2:15][N:14]([C:17]([CH:19]2[CH2:24][CH2:23][N:22]([C:25]3[C:30]([Cl:31])=[CH:29][N:28]=[CH:27][C:26]=3[Cl:32])[CH2:21][CH2:20]2)=[O:18])[CH2:13][CH2:12]1)=O)C1C=CC=CC=1.C[Si](I)(C)C. Product: [Cl:31][C:30]1[CH:29]=[N:28][CH:27]=[C:26]([Cl:32])[C:25]=1[N:22]1[CH2:21][CH2:20][CH:19]([C:17]([N:14]2[CH2:15][CH2:16][NH:11][CH2:12][CH2:13]2)=[O:18])[CH2:24][CH2:23]1. The catalyst class is: 2. (5) Reactant: [C:1](=[O:8])([O:3][C:4]([CH3:7])([CH3:6])[CH3:5])[NH2:2].[OH-].[Na+].ClOC(C)(C)C.CC[C@@H]1[C@@H]2C[C@H]([C@@H:27]([O:40]C3C4C(=CC=CC=4)C([O:40][C@@H:27]([C:28]4C=CN=[C:34]5[C:29]=4[CH:30]=[C:31](OC)[CH:32]=[CH:33]5)[C@@H]4N5C[C@H](CC)[C@@H](CC5)C4)=NN=3)[C:28]3C=CN=[C:34]4[C:29]=3[CH:30]=[C:31](OC)[CH:32]=[CH:33]4)N(CC2)C1.[Br:75]C1C=CC(C=C)=CC=1.S([O-])([O-])=O.[Na+].[Na+]. Product: [C:4]([O:3][C:1](=[O:8])[NH:2][C@H:28]([C:29]1[CH:34]=[CH:33][C:32]([Br:75])=[CH:31][CH:30]=1)[CH2:27][OH:40])([CH3:7])([CH3:6])[CH3:5]. The catalyst class is: 259. (6) Reactant: [CH3:1]O.Cl.[CH2:4]([O:11][C:12]1[CH:20]=[CH:19][C:15]([C:16]([OH:18])=[O:17])=[CH:14][C:13]=1[C@@H:21]([C:31]1[CH:36]=[CH:35][CH:34]=[CH:33][CH:32]=1)[CH2:22][CH2:23][N:24]([CH:28]([CH3:30])[CH3:29])[CH:25]([CH3:27])[CH3:26])[C:5]1[CH:10]=[CH:9][CH:8]=[CH:7][CH:6]=1.S(Cl)(Cl)=O. Product: [CH2:4]([O:11][C:12]1[CH:20]=[CH:19][C:15]([C:16]([O:18][CH3:1])=[O:17])=[CH:14][C:13]=1[C@@H:21]([C:31]1[CH:32]=[CH:33][CH:34]=[CH:35][CH:36]=1)[CH2:22][CH2:23][N:24]([CH:25]([CH3:27])[CH3:26])[CH:28]([CH3:29])[CH3:30])[C:5]1[CH:6]=[CH:7][CH:8]=[CH:9][CH:10]=1. The catalyst class is: 4.